This data is from Catalyst prediction with 721,799 reactions and 888 catalyst types from USPTO. The task is: Predict which catalyst facilitates the given reaction. (1) Reactant: C([O:5][C:6]([C:8]1[C:9](OC)=[C:10]([CH2:14][C@H:15]([NH:29][C:30]([C:32]2([C:45]3[CH:50]=[CH:49][CH:48]=[CH:47][CH:46]=3)[CH2:37][CH2:36][N:35](C(OC(C)(C)C)=O)[CH2:34][CH2:33]2)=[O:31])[B:16]2[O:24]C3C(C)(C4CC(C3)C4(C)C)[O:17]2)[CH:11]=[CH:12][CH:13]=1)=[O:7])(C)(C)C.B(Cl)(Cl)Cl. Product: [OH:24][B:16]1[C@@H:15]([NH:29][C:30]([C:32]2([C:45]3[CH:46]=[CH:47][CH:48]=[CH:49][CH:50]=3)[CH2:33][CH2:34][NH:35][CH2:36][CH2:37]2)=[O:31])[CH2:14][C:10]2[CH:11]=[CH:12][CH:13]=[C:8]([C:6]([OH:5])=[O:7])[C:9]=2[O:17]1. The catalyst class is: 2. (2) Reactant: O.[OH-].[Li+].[CH3:4][O:5][CH:6]1[CH2:11][CH2:10][N:9]([C:12]2[CH:21]=[CH:20][CH:19]=[C:18]3[C:13]=2[CH2:14][CH2:15][N:16]([C:26]([O:28][C:29]([CH3:32])([CH3:31])[CH3:30])=[O:27])[CH:17]3[C:22]([O:24]C)=[O:23])[CH2:8][CH2:7]1.O.CO. Product: [C:29]([O:28][C:26]([N:16]1[CH2:15][CH2:14][C:13]2[C:18](=[CH:19][CH:20]=[CH:21][C:12]=2[N:9]2[CH2:8][CH2:7][CH:6]([O:5][CH3:4])[CH2:11][CH2:10]2)[CH:17]1[C:22]([OH:24])=[O:23])=[O:27])([CH3:32])([CH3:30])[CH3:31]. The catalyst class is: 1. (3) Reactant: [CH3:1][NH:2][CH2:3][CH2:4][CH2:5][C:6]1[N:7]([CH3:11])[CH:8]=[CH:9][N:10]=1.[CH2:12]([O:19][C:20]([NH:22][C@H:23]([CH2:27][OH:28])[C:24]([OH:26])=O)=[O:21])[C:13]1[CH:18]=[CH:17][CH:16]=[CH:15][CH:14]=1.CN(C(ON1N=NC2C=CC=NC1=2)=[N+](C)C)C.F[P-](F)(F)(F)(F)F.CCN(C(C)C)C(C)C. Product: [OH:28][CH2:27][C@@H:23]([NH:22][C:20](=[O:21])[O:19][CH2:12][C:13]1[CH:14]=[CH:15][CH:16]=[CH:17][CH:18]=1)[C:24](=[O:26])[N:2]([CH3:1])[CH2:3][CH2:4][CH2:5][C:6]1[N:7]([CH3:11])[CH:8]=[CH:9][N:10]=1. The catalyst class is: 3. (4) Reactant: [Br:1][C:2]1[C:7]2[O:8][CH2:9][C@H:10]([NH:26]C(=O)OC(C)(C)C)[C:11](=[O:25])[N:12]([CH2:13][C:14]3[C:23]4[C:18](=[CH:19][CH:20]=[CH:21][CH:22]=4)[CH:17]=[CH:16][C:15]=3[CH3:24])[C:6]=2[CH:5]=[CH:4][CH:3]=1.[C:34]([OH:40])([C:36]([F:39])([F:38])[F:37])=[O:35]. Product: [F:37][C:36]([F:39])([F:38])[C:34]([OH:40])=[O:35].[NH2:26][C@H:10]1[CH2:9][O:8][C:7]2[C:2]([Br:1])=[CH:3][CH:4]=[CH:5][C:6]=2[N:12]([CH2:13][C:14]2[C:23]3[C:18](=[CH:19][CH:20]=[CH:21][CH:22]=3)[CH:17]=[CH:16][C:15]=2[CH3:24])[C:11]1=[O:25]. The catalyst class is: 2. (5) Reactant: [C:1]1([C:7]2[C:11]([C:12]3[CH:17]=[CH:16][CH:15]=[CH:14][CH:13]=3)=[CH:10][S:9][CH:8]=2)[CH:6]=[CH:5][CH:4]=[CH:3][CH:2]=1.C([Li])CCC.CCCCCC.Br[C:30]1[CH:35]=[CH:34][CH:33]=[C:32]([C:36]2[CH:41]=[CH:40][CH:39]=[CH:38][N:37]=2)[N:31]=1. Product: [N:31]1[CH:30]=[CH:35][CH:34]=[CH:33][C:32]=1[C:36]1[N:37]=[C:38]([C:10]2[S:9][CH:8]=[C:7]([C:1]3[CH:6]=[CH:5][CH:4]=[CH:3][CH:2]=3)[C:11]=2[C:12]2[CH:13]=[CH:14][CH:15]=[CH:16][CH:17]=2)[CH:39]=[CH:40][CH:41]=1. The catalyst class is: 7. (6) Reactant: [Br:1][C:2]1[N:7]=[C:6]([CH:8]=[O:9])[CH:5]=[CH:4][C:3]=1[OH:10].C([O-])([O-])=O.[K+].[K+].Br[CH2:18][CH2:19][O:20][Si:21]([C:24]([CH3:27])([CH3:26])[CH3:25])([CH3:23])[CH3:22]. Product: [Br:1][C:2]1[N:7]=[C:6]([CH:8]=[O:9])[CH:5]=[CH:4][C:3]=1[O:10][CH2:18][CH2:19][O:20][Si:21]([C:24]([CH3:27])([CH3:26])[CH3:25])([CH3:23])[CH3:22]. The catalyst class is: 3. (7) Reactant: [C:1]([NH:5][C:6]1[CH:11]=[CH:10][C:9]([C:12]2[C:13]([O:19][CH3:20])=[N:14][C:15]([NH2:18])=[N:16][CH:17]=2)=[CH:8][C:7]=1[N+:21]([O-])=O)([CH3:4])([CH3:3])[CH3:2].C([O-])=O.[NH4+]. Product: [NH2:18][C:15]1[N:14]=[C:13]([O:19][CH3:20])[C:12]([C:9]2[CH:8]=[C:7]([NH2:21])[C:6]([NH:5][C:1]([CH3:3])([CH3:2])[CH3:4])=[CH:11][CH:10]=2)=[CH:17][N:16]=1. The catalyst class is: 284. (8) Reactant: [C:1]([O:5][C:6]([N:8]1[CH2:12][C@@H:11]([S:13]C(=O)C)[CH2:10][C@@H:9]1[CH2:17][O:18][CH2:19][C:20]1[CH:25]=[C:24]([F:26])[C:23]([F:27])=[CH:22][C:21]=1[F:28])=[O:7])([CH3:4])([CH3:3])[CH3:2].[Li+].[OH-]. Product: [C:1]([O:5][C:6]([N:8]1[CH2:12][C@H:11]([SH:13])[CH2:10][C@H:9]1[CH2:17][O:18][CH2:19][C:20]1[CH:25]=[C:24]([F:26])[C:23]([F:27])=[CH:22][C:21]=1[F:28])=[O:7])([CH3:4])([CH3:2])[CH3:3]. The catalyst class is: 14. (9) Reactant: [OH:1][C@H:2]1[C@H:6]([CH2:7][NH:8][C:9]([O:11][CH2:12][C:13]2[CH:18]=[CH:17][CH:16]=[CH:15][CH:14]=2)=[O:10])[CH2:5][N:4](C(OC(C)(C)C)=O)[CH2:3]1.C(O)(C(F)(F)F)=O.CC[NH+](CC)CC.CC[NH+](CC)CC.C([O-])([O-])=O. Product: [OH:1][C@@H:2]1[CH2:3][NH:4][CH2:5][C@H:6]1[CH2:7][NH:8][C:9](=[O:10])[O:11][CH2:12][C:13]1[CH:18]=[CH:17][CH:16]=[CH:15][CH:14]=1. The catalyst class is: 2.